Dataset: Forward reaction prediction with 1.9M reactions from USPTO patents (1976-2016). Task: Predict the product of the given reaction. (1) Given the reactants [O:1]1[C:5]2[CH:6]=[CH:7][C:8]([C:10]3([C:13]([NH:15][C:16]4[CH:21]=[CH:20][CH:19]=[C:18]([CH2:22][C:23]5[CH:28]=[CH:27][C:26](OC)=[CH:25][CH:24]=5)[N:17]=4)=[O:14])[CH2:12][CH2:11]3)=[CH:9][C:4]=2[O:3][CH2:2]1.[Cl-].[Cl:32]C1C=CC=CC=1C[Zn+].O1C2C=CC(C3(C(NC4C=CC=C(Br)N=4)=O)CC3)=CC=2OC1, predict the reaction product. The product is: [O:1]1[C:5]2[CH:6]=[CH:7][C:8]([C:10]3([C:13]([NH:15][C:16]4[CH:21]=[CH:20][CH:19]=[C:18]([CH2:22][C:23]5[CH:28]=[CH:27][CH:26]=[CH:25][C:24]=5[Cl:32])[N:17]=4)=[O:14])[CH2:12][CH2:11]3)=[CH:9][C:4]=2[O:3][CH2:2]1. (2) Given the reactants [Br:1][C:2]1[CH:3]=[C:4]([CH:20]=[CH:21][CH:22]=1)[CH2:5][N:6]1[C:14]2[C:13](=[O:15])[N:12]([CH3:16])[C:11](=[O:17])[N:10]([CH3:18])[C:9]=2[N:8]=[C:7]1[SH:19].Br[C:24]([CH3:28])([CH3:27])[CH:25]=[O:26].C(=O)([O-])[O-].[K+].[K+], predict the reaction product. The product is: [Br:1][C:2]1[CH:3]=[C:4]([CH:20]=[CH:21][CH:22]=1)[CH2:5][N:6]1[C:14]2[C:13](=[O:15])[N:12]([CH3:16])[C:11](=[O:17])[N:10]([CH3:18])[C:9]=2[N:8]=[C:7]1[S:19][C:24]([CH3:28])([CH3:27])[CH:25]=[O:26]. (3) Given the reactants [CH2:1]([N:3]([N:10]=O)C(N[N+]([O-])=O)=N)[CH3:2].[OH-].[K+].[NH2:14][C:15]1[N:19]([C@@H:20]2[O:26][C@H:25]([CH2:27][OH:28])[C@@H:23]([OH:24])[C@H:21]2[OH:22])[CH:18]=[N:17][C:16]=1[C:29]([NH2:31])=[O:30].O.O.[Sn](Cl)Cl, predict the reaction product. The product is: [N+:3](=[CH:1][CH3:2])=[N-:10].[NH2:14][C:15]1[N:19]([C@@H:20]2[O:26][C@H:25]([CH2:27][OH:28])[C@@H:23]([OH:24])[C@H:21]2[O:22][CH2:1][CH3:2])[CH:18]=[N:17][C:16]=1[C:29]([NH2:31])=[O:30]. (4) The product is: [CH3:31][CH2:30][CH2:29][N:21]([C@@H:15]1[CH2:16][C:17]2[CH:18]=[CH:19][CH:20]=[C:11]([OH:10])[C:12]=2[CH2:13][CH2:14]1)[CH2:22][CH2:23][C:24]1[S:25][CH:26]=[CH:27][CH:28]=1.[ClH:1]. Given the reactants [Cl-:1].[Al+3].[Cl-].[Cl-].NC(N)=S.C[O:10][C:11]1[CH:20]=[CH:19][CH:18]=[C:17]2[C:12]=1[CH2:13][CH2:14][C@H:15]([N:21]([CH2:29][CH2:30][CH3:31])[CH2:22][CH2:23][C:24]1[S:25][CH:26]=[CH:27][CH:28]=1)[CH2:16]2.N, predict the reaction product. (5) Given the reactants [OH:1][C:2]1[CH:10]=[C:9]2[C:5]([CH:6]=[CH:7][NH:8]2)=[CH:4][CH:3]=1.[CH2:11](Br)[CH3:12].C([O-])([O-])=O.[Cs+].[Cs+], predict the reaction product. The product is: [CH2:11]([O:1][C:2]1[CH:10]=[C:9]2[C:5]([CH:6]=[CH:7][NH:8]2)=[CH:4][CH:3]=1)[CH3:12]. (6) Given the reactants S(=O)(=O)(O)O.Cl[C:7]#[C:8][C:9]1[CH:14]=[C:13]([F:15])[C:12]([F:16])=[CH:11][C:10]=1[F:17].CC([O:22]C)(C)C.[OH2:24], predict the reaction product. The product is: [F:17][C:10]1[CH:11]=[C:12]([F:16])[C:13]([F:15])=[CH:14][C:9]=1[CH2:8][C:7]([OH:22])=[O:24].